Dataset: Full USPTO retrosynthesis dataset with 1.9M reactions from patents (1976-2016). Task: Predict the reactants needed to synthesize the given product. (1) The reactants are: [CH2:1]([C:5]1[N:6]=[C:7]2[CH:22]=[CH:21][CH:20]=[CH:19][N:8]2[C:9](=[O:18])[C:10]=1[C:11]1[CH:16]=[CH:15][C:14]([OH:17])=[CH:13][CH:12]=1)[CH2:2][CH2:3][CH3:4].C(N(CC)CC)C.[F:30][C:31]([F:44])([F:43])[S:32](O[S:32]([C:31]([F:44])([F:43])[F:30])(=[O:34])=[O:33])(=[O:34])=[O:33]. Given the product [F:30][C:31]([F:44])([F:43])[S:32]([O:17][C:14]1[CH:15]=[CH:16][C:11]([C:10]2[C:9](=[O:18])[N:8]3[CH:19]=[CH:20][CH:21]=[CH:22][C:7]3=[N:6][C:5]=2[CH2:1][CH2:2][CH2:3][CH3:4])=[CH:12][CH:13]=1)(=[O:34])=[O:33], predict the reactants needed to synthesize it. (2) Given the product [F:18][C:19]1[C:24]([C:2]2[CH:3]=[C:4]([CH:16]=[O:17])[S:5][C:6]=2[S:7]([C:10]2[CH:11]=[N:12][CH:13]=[CH:14][CH:15]=2)(=[O:9])=[O:8])=[CH:23][CH:22]=[CH:21][N:20]=1, predict the reactants needed to synthesize it. The reactants are: Br[C:2]1[CH:3]=[C:4]([CH:16]=[O:17])[S:5][C:6]=1[S:7]([C:10]1[CH:11]=[N:12][CH:13]=[CH:14][CH:15]=1)(=[O:9])=[O:8].[F:18][C:19]1[C:24](B(O)O)=[CH:23][CH:22]=[CH:21][N:20]=1.C(=O)([O-])[O-].[Na+].[Na+].COCCOC. (3) Given the product [CH3:16][S:17]([O:7][CH:3]1[CH2:4][CH2:5][CH2:6][C:2]1([CH3:8])[CH3:1])(=[O:19])=[O:18], predict the reactants needed to synthesize it. The reactants are: [CH3:1][C:2]1([CH3:8])[CH2:6][CH2:5][CH2:4][CH:3]1[OH:7].C(N(CC)CC)C.[CH3:16][S:17](Cl)(=[O:19])=[O:18].CS(OS(C)(=O)=O)(=O)=O. (4) Given the product [O:47]=[C:31]1[C:32]2[C:33](=[CH:43][CH:44]=[CH:45][CH:46]=2)[C:34](=[O:42])[N:35]1[CH2:36][CH2:37][S:38]([NH:23][CH:20]1[CH2:21][CH2:22][N:17]([C:14]2[CH:13]=[CH:12][C:11]([C:6]3[C:5]4[C:9](=[CH:10][C:2]([F:1])=[CH:3][CH:4]=4)[NH:8][CH:7]=3)=[CH:16][N:15]=2)[CH2:18][CH2:19]1)(=[O:40])=[O:39], predict the reactants needed to synthesize it. The reactants are: [F:1][C:2]1[CH:10]=[C:9]2[C:5]([C:6]([C:11]3[CH:12]=[CH:13][C:14]([N:17]4[CH2:22][CH2:21][CH:20]([NH2:23])[CH2:19][CH2:18]4)=[N:15][CH:16]=3)=[CH:7][NH:8]2)=[CH:4][CH:3]=1.CCN(CC)CC.[C:31]1(=[O:47])[N:35]([CH2:36][CH2:37][S:38](Cl)(=[O:40])=[O:39])[C:34](=[O:42])[C:33]2=[CH:43][CH:44]=[CH:45][CH:46]=[C:32]12.